This data is from Forward reaction prediction with 1.9M reactions from USPTO patents (1976-2016). The task is: Predict the product of the given reaction. (1) Given the reactants [CH2:1]([O:5][C:6]1[CH:36]=[CH:35][CH:34]=[CH:33][C:7]=1[C:8]([NH:10][C:11]1[CH:16]=[CH:15][CH:14]=[CH:13][C:12]=1[C:17](=[O:32])[NH:18][C:19]1[CH:24]=[CH:23][CH:22]=[C:21]([S:25]([C:28]([F:31])([F:30])[F:29])(=[O:27])=[O:26])[CH:20]=1)=[O:9])[CH2:2][CH:3]=[CH2:4].C1COCC1.[BH4-].[Na+], predict the reaction product. The product is: [CH2:1]([O:5][C:6]1[CH:36]=[CH:35][CH:34]=[CH:33][C:7]=1[C:8]([NH:10][C:11]1[CH:16]=[CH:15][CH:14]=[CH:13][C:12]=1[C:17](=[O:32])[NH:18][C:19]1[CH:24]=[CH:23][CH:22]=[C:21]([S:25]([C:28]([F:29])([F:30])[F:31])(=[O:27])=[O:26])[CH:20]=1)=[O:9])[CH2:2][CH2:3][CH3:4]. (2) The product is: [Si:13]([O:7][CH2:6][C:5]1[CH:8]=[C:9]([O:11][CH3:12])[CH:10]=[C:3]([O:2][CH3:1])[CH:4]=1)([C:26]([CH3:29])([CH3:28])[CH3:27])([C:20]1[CH:21]=[CH:22][CH:23]=[CH:24][CH:25]=1)[C:14]1[CH:19]=[CH:18][CH:17]=[CH:16][CH:15]=1. Given the reactants [CH3:1][O:2][C:3]1[CH:4]=[C:5]([CH:8]=[C:9]([O:11][CH3:12])[CH:10]=1)[CH2:6][OH:7].[Si:13](Cl)([C:26]([CH3:29])([CH3:28])[CH3:27])([C:20]1[CH:25]=[CH:24][CH:23]=[CH:22][CH:21]=1)[C:14]1[CH:19]=[CH:18][CH:17]=[CH:16][CH:15]=1.N1C=CN=C1, predict the reaction product.